From a dataset of P-glycoprotein inhibition data for predicting drug efflux from Broccatelli et al.. Regression/Classification. Given a drug SMILES string, predict its absorption, distribution, metabolism, or excretion properties. Task type varies by dataset: regression for continuous measurements (e.g., permeability, clearance, half-life) or binary classification for categorical outcomes (e.g., BBB penetration, CYP inhibition). Dataset: pgp_broccatelli. (1) The compound is O=C(CCc1ccccc1)c1ccccc1OC[C@H](O)CN1CCN(Cc2ccccc2)CC1. The result is 1 (inhibitor). (2) The molecule is O=[N+]([O-])c1ccc(O)cc1. The result is 0 (non-inhibitor). (3) The molecule is COc1cc2c(cc1OC)CN(CCc1ccc(NC(=O)c3ccc4ncccc4c3)cc1)CC2. The result is 1 (inhibitor). (4) The drug is COc1cc2c(cc1OC)CN(CCNC(=O)c1ccccc1NC(=O)c1ccc3ccccc3c1)CC2. The result is 1 (inhibitor).